Dataset: Reaction yield outcomes from USPTO patents with 853,638 reactions. Task: Predict the reaction yield, written as a fraction of the theoretical maximum amount of product (1.0 means a 100% yield; for example, 0.34 means a 34% yield). (1) The reactants are [CH3:1][C:2]([OH:10])([CH3:9])[CH2:3][O:4][CH2:5][CH:6]1[CH2:8][O:7]1.CC1(C)C2(CS(O)(=O)=O)C(CC1CC2)=O.C([O-])(O)=O.[Na+]. The catalyst is C(Cl)Cl. The product is [CH3:1][C:2]1([CH3:9])[O:10][CH:6]([CH2:8][OH:7])[CH2:5][O:4][CH2:3]1. The yield is 0.640. (2) The reactants are C[O:2][C:3]1[CH:4]=[C:5]2[C:10](=[CH:11][C:12]=1[C:13]1[N:18]=[N:17][C:16]([N:19]3[CH2:24][CH2:23][N:22](C(OC(C)(C)C)=O)[CH2:21][CH2:20]3)=[CH:15][CH:14]=1)[CH:9]=[N:8][C:7]([CH3:32])=[CH:6]2.Cl.N1C=CC=CC=1. No catalyst specified. The product is [CH3:32][C:7]1[N:8]=[CH:9][C:10]2[C:5]([CH:6]=1)=[CH:4][C:3]([OH:2])=[C:12]([C:13]1[N:18]=[N:17][C:16]([N:19]3[CH2:24][CH2:23][NH:22][CH2:21][CH2:20]3)=[CH:15][CH:14]=1)[CH:11]=2. The yield is 0.169. (3) The reactants are [C:1](#[N:4])[CH2:2][CH3:3].S(=O)(=O)(O)O.[CH3:10][C:11](O)([CH:13]([CH3:15])[CH3:14])[CH3:12].[OH-].[Na+].[H-].[Al+3].[Li+].[H-].[H-].[H-]. The catalyst is C(O)(=O)C.CCOCC.O. The product is [CH2:1]([NH:4][C:11]([CH3:12])([CH:13]([CH3:15])[CH3:14])[CH3:10])[CH2:2][CH3:3]. The yield is 0.463. (4) The reactants are [CH:1](=O)[CH:2]([CH3:4])[CH3:3].[CH3:6][O:7][C:8](=[O:12])[CH2:9][C:10]#[N:11].[OH-].[NH4+].C(O)(=O)C. The catalyst is C1(C)C=CC=CC=1. The product is [CH3:6][O:7][C:8](=[O:12])[C:9]([C:10]#[N:11])=[CH:1][CH:2]([CH3:4])[CH3:3]. The yield is 0.900.